The task is: Regression. Given two drug SMILES strings and cell line genomic features, predict the synergy score measuring deviation from expected non-interaction effect.. This data is from NCI-60 drug combinations with 297,098 pairs across 59 cell lines. Drug 1: CC1=C2C(C(=O)C3(C(CC4C(C3C(C(C2(C)C)(CC1OC(=O)C(C(C5=CC=CC=C5)NC(=O)OC(C)(C)C)O)O)OC(=O)C6=CC=CC=C6)(CO4)OC(=O)C)OC)C)OC. Drug 2: CCCCCOC(=O)NC1=NC(=O)N(C=C1F)C2C(C(C(O2)C)O)O. Cell line: LOX IMVI. Synergy scores: CSS=53.6, Synergy_ZIP=7.05, Synergy_Bliss=5.83, Synergy_Loewe=-23.8, Synergy_HSA=8.18.